This data is from Full USPTO retrosynthesis dataset with 1.9M reactions from patents (1976-2016). The task is: Predict the reactants needed to synthesize the given product. (1) The reactants are: [CH3:1][C:2]1[CH:9]=[CH:8][C:5]([CH:6]=[O:7])=[CH:4][CH:3]=1.[Al+3].[Cl-].[Cl-].[Cl-].[Br:14]Br. Given the product [Br:14][C:3]1[CH:4]=[C:5]([CH:8]=[CH:9][C:2]=1[CH3:1])[CH:6]=[O:7], predict the reactants needed to synthesize it. (2) The reactants are: F[C:2]1[C:7](F)=[CH:6]C=C[C:3]=1[CH2:9][S:10]([C:13]1[N:22]=[C:21]([NH:23][CH:24]([CH2:27][OH:28])[CH2:25][OH:26])[C:20]2[N:19]=[CH:18][C:17](=[O:29])[NH:16][C:15]=2[N:14]=1)(=O)=O.[S:30]1C=CC=C1CS. Given the product [OH:26][CH2:25][CH:24]([NH:23][C:21]1[C:20]2[N:19]=[CH:18][C:17](=[O:29])[NH:16][C:15]=2[N:14]=[C:13]([S:10][CH2:9][C:3]2[S:30][CH:6]=[CH:7][CH:2]=2)[N:22]=1)[CH2:27][OH:28], predict the reactants needed to synthesize it. (3) Given the product [Cl:1][C:2]1[CH:10]=[CH:9][C:8]2[N:7]([CH2:11][CH2:12][C:13]([N:24]([CH3:25])[CH3:23])=[O:15])[C:6]3[CH2:18][CH2:19][N:20]([CH3:22])[CH2:21][C:5]=3[C:4]=2[CH:3]=1, predict the reactants needed to synthesize it. The reactants are: [Cl:1][C:2]1[CH:10]=[CH:9][C:8]2[N:7]([CH2:11][CH2:12][C:13]([O:15]CC)=O)[C:6]3[CH2:18][CH2:19][N:20]([CH3:22])[CH2:21][C:5]=3[C:4]=2[CH:3]=1.[CH3:23][NH:24][CH3:25]. (4) Given the product [Br:29][C:26]1[CH:27]=[CH:28][C:23]([S:20]([N:19]([C:9]([O:11][C:12]([CH3:13])([CH3:14])[CH3:15])=[O:10])[CH2:18][CH2:17][NH:16][C:9](=[O:10])[O:11][C:12]([CH3:15])([CH3:14])[CH3:13])(=[O:21])=[O:22])=[C:24]([O:30][C:31]([F:33])([F:34])[F:32])[CH:25]=1, predict the reactants needed to synthesize it. The reactants are: [C:9](O[C:9]([O:11][C:12]([CH3:15])([CH3:14])[CH3:13])=[O:10])([O:11][C:12]([CH3:15])([CH3:14])[CH3:13])=[O:10].[NH2:16][CH2:17][CH2:18][NH:19][S:20]([C:23]1[CH:28]=[CH:27][C:26]([Br:29])=[CH:25][C:24]=1[O:30][C:31]([F:34])([F:33])[F:32])(=[O:22])=[O:21]. (5) The reactants are: [C:1]([O:4][C@@H:5]1[C@@H:10]([O:11][C:12](=[O:14])[CH3:13])[C@H:9]([O:15][C:16](=[O:18])[CH3:17])[C@@H:8]([CH2:19][O:20][C:21](=[O:23])[CH3:22])[O:7][C@@H:6]1Br)(=[O:3])[CH3:2].[C:25]1([S:31]([O-:34])(=[O:33])=[S:32])[CH:30]=[CH:29][CH:28]=[CH:27][CH:26]=1.[Na+].C(OCC)(=O)C. Given the product [C:25]1([S:31]([O:34][C@@H:6]2[O:7][C@H:8]([CH2:19][O:20][C:21](=[O:23])[CH3:22])[C@@H:9]([O:15][C:16](=[O:18])[CH3:17])[C@H:10]([O:11][C:12](=[O:14])[CH3:13])[C@H:5]2[O:4][C:1](=[O:3])[CH3:2])(=[O:33])=[S:32])[CH:30]=[CH:29][CH:28]=[CH:27][CH:26]=1, predict the reactants needed to synthesize it. (6) The reactants are: [H-].[Na+].[OH:3][C:4]1[CH:5]=[C:6]2[C:10](=[CH:11][C:12]=1[O:13][CH3:14])[N:9]([CH3:15])[CH:8]=[C:7]2[C:16]1[N:24]([S:25]([C:28]2[CH:33]=[CH:32][C:31]([CH3:34])=[CH:30][CH:29]=2)(=[O:27])=[O:26])[C:19]2=[N:20][CH:21]=[CH:22][CH:23]=[C:18]2[CH:17]=1.[CH2:35]([O:37][C:38]([C:40]1(Br)[CH2:43][CH2:42][CH2:41]1)=[O:39])[CH3:36]. Given the product [CH2:35]([O:37][C:38]([C:40]1([O:3][C:4]2[CH:5]=[C:6]3[C:10](=[CH:11][C:12]=2[O:13][CH3:14])[N:9]([CH3:15])[CH:8]=[C:7]3[C:16]2[N:24]([S:25]([C:28]3[CH:29]=[CH:30][C:31]([CH3:34])=[CH:32][CH:33]=3)(=[O:27])=[O:26])[C:19]3=[N:20][CH:21]=[CH:22][CH:23]=[C:18]3[CH:17]=2)[CH2:43][CH2:42][CH2:41]1)=[O:39])[CH3:36], predict the reactants needed to synthesize it.